Dataset: Reaction yield outcomes from USPTO patents with 853,638 reactions. Task: Predict the reaction yield, written as a fraction of the theoretical maximum amount of product (1.0 means a 100% yield; for example, 0.34 means a 34% yield). (1) The reactants are [CH3:1][O:2][C:3]1[CH:4]=[N:5][C:6]2[C:11]([CH:12]=1)=[C:10]([O:13][CH2:14][CH2:15][N:16]1[CH2:21][CH2:20][NH:19][CH2:18][CH2:17]1)[CH:9]=[CH:8][CH:7]=2.Br[CH2:23][CH2:24][S:25][C:26]1[S:27][CH:28]=[CH:29][CH:30]=1. No catalyst specified. The product is [CH3:1][O:2][C:3]1[CH:4]=[N:5][C:6]2[C:11]([CH:12]=1)=[C:10]([O:13][CH2:14][CH2:15][N:16]1[CH2:21][CH2:20][N:19]([CH2:23][CH2:24][S:25][C:26]3[S:27][CH:28]=[CH:29][CH:30]=3)[CH2:18][CH2:17]1)[CH:9]=[CH:8][CH:7]=2. The yield is 0.860. (2) The catalyst is C(#N)C.Cl[Pd](Cl)([P](C1C=CC=CC=1)(C1C=CC=CC=1)C1C=CC=CC=1)[P](C1C=CC=CC=1)(C1C=CC=CC=1)C1C=CC=CC=1. The product is [CH3:12][C:9]1([CH3:13])[O:8][C:6]2[N:7]=[C:2]([C:28]3[CH:29]=[N:30][C:31]([NH2:34])=[N:32][CH:33]=3)[N:3]=[C:4]([N:14]3[CH2:19][CH2:18][O:17][CH2:16][CH2:15]3)[C:5]=2[O:11][CH2:10]1. The reactants are Cl[C:2]1[N:3]=[C:4]([N:14]2[CH2:19][CH2:18][O:17][CH2:16][CH2:15]2)[C:5]2[O:11][CH2:10][C:9]([CH3:13])([CH3:12])[O:8][C:6]=2[N:7]=1.CC1(C)C(C)(C)OB([C:28]2[CH:29]=[N:30][C:31]([NH2:34])=[N:32][CH:33]=2)O1.C(=O)([O-])[O-].[Na+].[Na+]. The yield is 0.710. (3) The reactants are C([O:14][C:15]1[C:24]2[N:23]=[CH:22][CH:21]=[CH:20][C:19]=2[C:18]([C:25]([OH:27])=O)=[C:17]2[CH2:28][N:29]([CH2:32][C:33]3[CH:38]=[CH:37][C:36]([F:39])=[CH:35][CH:34]=3)[C:30](=[O:31])[C:16]=12)(C1C=CC=CC=1)C1C=CC=CC=1.[NH2:40][C:41]1[S:42][CH:43]=[CH:44][N:45]=1.C(N(C(C)C)CC)(C)C.F[P-](F)(F)(F)(F)F.N1(OC(N(C)C)=[N+](C)C)C2N=CC=CC=2N=N1. The catalyst is CN(C)C=O. The product is [S:42]1[CH:43]=[CH:44][N:45]=[C:41]1[NH:40][C:25]([C:18]1[C:19]2[CH:20]=[CH:21][CH:22]=[N:23][C:24]=2[C:15]([OH:14])=[C:16]2[C:30](=[O:31])[N:29]([CH2:32][C:33]3[CH:38]=[CH:37][C:36]([F:39])=[CH:35][CH:34]=3)[CH2:28][C:17]=12)=[O:27]. The yield is 0.600. (4) The reactants are Cl.[F:2][CH2:3][CH2:4][CH2:5][O:6][C:7]1[CH:8]=[C:9]2[C:13](=[CH:14][CH:15]=1)[CH2:12][C:11]1([CH2:20][CH2:19][CH:18]([O:21][CH3:22])[CH2:17][CH2:16]1)[C:10]2=[N:23]S(C(C)(C)C)=O. The catalyst is O1CCOCC1.C([O-])(O)=O.[Na+]. The product is [F:2][CH2:3][CH2:4][CH2:5][O:6][C:7]1[CH:8]=[C:9]2[C:13]([CH2:12][C:11]3([CH2:16][CH2:17][CH:18]([O:21][CH3:22])[CH2:19][CH2:20]3)[C:10]2=[NH:23])=[CH:14][CH:15]=1. The yield is 1.00.